From a dataset of Reaction yield outcomes from USPTO patents with 853,638 reactions. Predict the reaction yield, written as a fraction of the theoretical maximum amount of product (1.0 means a 100% yield; for example, 0.34 means a 34% yield). (1) The reactants are Cl[C:2]1[C:7]([CH:8]=[O:9])=[C:6]([N:10]2[CH2:22][CH2:21][C:20]3[N:19]4[C:14]([CH2:15][CH2:16][CH2:17][CH2:18]4)=[C:13]([F:23])[C:12]=3[C:11]2=[O:24])[N:5]=[CH:4][CH:3]=1.[CH3:25][N:26]1[C:30]([CH3:31])=[CH:29][C:28]([NH:32][C:33]2[C:34](=[O:49])[N:35]([CH3:48])[CH:36]=[C:37](B3OC(C)(C)C(C)(C)O3)[CH:38]=2)=[N:27]1.C1(P(C2CCCCC2)C2CCCCC2)CCCCC1.C([O-])([O-])=O.[Cs+].[Cs+]. The catalyst is C1C=CC(/C=C/C(/C=C/C2C=CC=CC=2)=O)=CC=1.C1C=CC(/C=C/C(/C=C/C2C=CC=CC=2)=O)=CC=1.C1C=CC(/C=C/C(/C=C/C2C=CC=CC=2)=O)=CC=1.[Pd].[Pd].O.O1CCOCC1. The product is [CH3:25][N:26]1[C:30]([CH3:31])=[CH:29][C:28]([NH:32][C:33]2[C:34](=[O:49])[N:35]([CH3:48])[CH:36]=[C:37]([C:2]3[CH:3]=[CH:4][N:5]=[C:6]([N:10]4[CH2:22][CH2:21][C:20]5[N:19]6[C:14]([CH2:15][CH2:16][CH2:17][CH2:18]6)=[C:13]([F:23])[C:12]=5[C:11]4=[O:24])[C:7]=3[CH:8]=[O:9])[CH:38]=2)=[N:27]1. The yield is 0.610. (2) The reactants are [CH3:1][O:2][C:3](=[O:28])[C@H:4]([CH2:24][CH2:25][S:26][CH3:27])[NH:5][C:6](=[O:23])[C:7]1[CH:12]=[CH:11][C:10]([CH2:13][N:14]=[N+]=[N-])=[CH:9][C:8]=1[C:17]1[CH:22]=[CH:21][CH:20]=[CH:19][CH:18]=1.[C:29]1(P(C2C=CC=CC=2)C2C=CC=CC=2)C=CC=CC=1.O. The catalyst is C1COCC1. The product is [NH3:5].[C:3]([O:2][CH2:1][CH3:29])(=[O:28])[CH3:4].[CH3:1][O:2][C:3](=[O:28])[C@H:4]([CH2:24][CH2:25][S:26][CH3:27])[NH:5][C:6](=[O:23])[C:7]1[CH:12]=[CH:11][C:10]([CH2:13][NH2:14])=[CH:9][C:8]=1[C:17]1[CH:22]=[CH:21][CH:20]=[CH:19][CH:18]=1. The yield is 0.0100. (3) The reactants are C[C:2]1[CH:10]=[C:9]([NH:11][C:12](=[O:36])[NH:13][C:14]2[CH:19]=[CH:18][C:17]([C:20]3[N:25]=[C:24]([O:26][CH:27]([CH3:29])[CH3:28])[N:23]=[C:22]([N:30]4[CH2:35][CH2:34][O:33][CH2:32][CH2:31]4)[N:21]=3)=[CH:16][CH:15]=2)[CH:8]=[CH:7][C:3]=1[C:4]([OH:6])=O.[NH2:37][CH:38]1[CH2:43][CH2:42][N:41]([CH3:44])[CH2:40][CH2:39]1. No catalyst specified. The product is [CH:27]([O:26][C:24]1[N:23]=[C:22]([N:30]2[CH2:35][CH2:34][O:33][CH2:32][CH2:31]2)[N:21]=[C:20]([C:17]2[CH:18]=[CH:19][C:14]([NH:13][C:12]([NH:11][C:9]3[CH:10]=[CH:2][C:3]([C:4]([NH:37][CH:38]4[CH2:43][CH2:42][N:41]([CH3:44])[CH2:40][CH2:39]4)=[O:6])=[CH:7][CH:8]=3)=[O:36])=[CH:15][CH:16]=2)[N:25]=1)([CH3:28])[CH3:29]. The yield is 0.270. (4) The reactants are Cl[C:2]1[CH:7]=[C:6]([C:8]2[CH:13]=[CH:12][CH:11]=[C:10]([Cl:14])[CH:9]=2)[N:5]=[C:4]([CH2:15][CH3:16])[N:3]=1.[NH2:17][C:18]1[CH:23]=[CH:22][C:21]([CH2:24][C:25]([NH2:27])=[O:26])=[CH:20][CH:19]=1.Cl.C([O-])(O)=O.[Na+]. The catalyst is O1CCOCC1.C(O)(=O)C. The product is [Cl:14][C:10]1[CH:9]=[C:8]([C:6]2[N:5]=[C:4]([CH2:15][CH3:16])[N:3]=[C:2]([NH:17][C:18]3[CH:19]=[CH:20][C:21]([CH2:24][C:25]([NH2:27])=[O:26])=[CH:22][CH:23]=3)[CH:7]=2)[CH:13]=[CH:12][CH:11]=1. The yield is 0.400.